Task: Predict the reactants needed to synthesize the given product.. Dataset: Full USPTO retrosynthesis dataset with 1.9M reactions from patents (1976-2016) (1) Given the product [OH:2][C:3]1[CH:4]=[CH:5][C:6]([C:9]([C:11]2[CH:16]=[CH:15][C:14]([CH2:17][C:18]([O:20][CH3:21])=[O:19])=[CH:13][CH:12]=2)=[O:10])=[CH:7][CH:8]=1, predict the reactants needed to synthesize it. The reactants are: C[O:2][C:3]1[CH:8]=[CH:7][C:6]([C:9]([C:11]2[CH:16]=[CH:15][C:14]([CH2:17][C:18]([O:20][CH3:21])=[O:19])=[CH:13][CH:12]=2)=[O:10])=[CH:5][CH:4]=1.[Al+3].[Cl-].[Cl-].[Cl-].O. (2) Given the product [F:38][C:39]([F:73])([F:72])[C:40]1[CH:41]=[C:42]([C:50]([CH3:71])([CH3:70])[C:51]([N:53]([C:55]2[C:60]([C:61]3[CH:66]=[CH:65][C:64]([F:67])=[CH:63][C:62]=3[CH3:68])=[CH:59][C:58]([C:2]3[CH:7]=[CH:6][N:5]=[C:4]([CH3:8])[CH:3]=3)=[N:57][CH:56]=2)[CH3:54])=[O:52])[CH:43]=[C:44]([C:46]([F:49])([F:48])[F:47])[CH:45]=1, predict the reactants needed to synthesize it. The reactants are: I[C:2]1[CH:7]=[CH:6][N:5]=[C:4]([CH3:8])[CH:3]=1.B1(B2OC(C)(C)C(C)(C)O2)OC(C)(C)C(C)(C)O1.C([O-])(=O)C.[K+].C(=O)([O-])[O-].[Na+].[Na+].[F:38][C:39]([F:73])([F:72])[C:40]1[CH:41]=[C:42]([C:50]([CH3:71])([CH3:70])[C:51]([N:53]([C:55]2[CH:56]=[N:57][C:58](Cl)=[CH:59][C:60]=2[C:61]2[CH:66]=[CH:65][C:64]([F:67])=[CH:63][C:62]=2[CH3:68])[CH3:54])=[O:52])[CH:43]=[C:44]([C:46]([F:49])([F:48])[F:47])[CH:45]=1. (3) Given the product [CH:2]([C@H:3]1[CH2:8][CH2:7][C@H:6]([CH2:9][C:10]([O:12][CH2:13][CH3:14])=[O:11])[CH2:5][CH2:4]1)=[O:1], predict the reactants needed to synthesize it. The reactants are: [OH:1][CH2:2][C@H:3]1[CH2:8][CH2:7][C@H:6]([CH2:9][C:10]([O:12][CH2:13][CH3:14])=[O:11])[CH2:5][CH2:4]1.CC(OI1(OC(C)=O)(OC(C)=O)OC(=O)C2C=CC=CC1=2)=O. (4) Given the product [NH2:1][C:2]1[N:7]=[C:6]([N:8]2[C:12]3[CH:13]=[C:14]([C:29]#[C:28][C@@:26]([OH:30])([C:23]4[CH:22]=[C:21]([CH3:20])[O:25][N:24]=4)[CH3:27])[CH:15]=[CH:16][C:11]=3[N:10]([CH3:18])[C:9]2=[O:19])[CH:5]=[CH:4][N:3]=1, predict the reactants needed to synthesize it. The reactants are: [NH2:1][C:2]1[N:7]=[C:6]([N:8]2[C:12]3[CH:13]=[C:14](Br)[CH:15]=[CH:16][C:11]=3[N:10]([CH3:18])[C:9]2=[O:19])[CH:5]=[CH:4][N:3]=1.[CH3:20][C:21]1[O:25][N:24]=[C:23]([C@:26]([OH:30])([C:28]#[CH:29])[CH3:27])[CH:22]=1.